From a dataset of Reaction yield outcomes from USPTO patents with 853,638 reactions. Predict the reaction yield, written as a fraction of the theoretical maximum amount of product (1.0 means a 100% yield; for example, 0.34 means a 34% yield). (1) The reactants are [Br:1][C:2]1[CH:3]=[CH:4][C:5]2[N:6]([CH2:16][CH:17](O)[CH2:18][N:19]([C:32]3[CH:37]=[CH:36][CH:35]=[C:34]([O:38][CH3:39])[CH:33]=3)[S:20]([C:23]3[CH:28]=[CH:27][C:26]([N+:29]([O-:31])=[O:30])=[CH:25][CH:24]=3)(=[O:22])=[O:21])[C:7]3[C:12]([C:13]=2[CH:14]=1)=[CH:11][C:10]([Br:15])=[CH:9][CH:8]=3.C(N(S(F)(F)[F:47])CC)C. No catalyst specified. The product is [Br:1][C:2]1[CH:3]=[CH:4][C:5]2[N:6]([CH2:16][CH:17]([F:47])[CH2:18][N:19]([C:32]3[CH:37]=[CH:36][CH:35]=[C:34]([O:38][CH3:39])[CH:33]=3)[S:20]([C:23]3[CH:28]=[CH:27][C:26]([N+:29]([O-:31])=[O:30])=[CH:25][CH:24]=3)(=[O:22])=[O:21])[C:7]3[C:12]([C:13]=2[CH:14]=1)=[CH:11][C:10]([Br:15])=[CH:9][CH:8]=3. The yield is 1.00. (2) The product is [Br:1][C:20]1[S:19][C:18]([C:23]([O:25][CH3:26])=[O:24])=[C:17]([C:14]2[CH:15]=[CH:16][C:11]([S:8](=[O:10])(=[O:9])[NH2:7])=[C:12]([CH3:27])[CH:13]=2)[C:21]=1[CH3:22]. The catalyst is C(Cl)Cl. The reactants are [Br:1]Br.C([NH:7][S:8]([C:11]1[CH:16]=[CH:15][C:14]([C:17]2[C:21]([CH3:22])=[CH:20][S:19][C:18]=2[C:23]([O:25][CH3:26])=[O:24])=[CH:13][C:12]=1[CH3:27])(=[O:10])=[O:9])(C)(C)C. The yield is 0.851. (3) The catalyst is C(OCC)(=O)C. The yield is 1.00. The reactants are [CH:1]1([CH2:7][N:8](C)[C:9](=O)OC(C)(C)C)[CH2:6][CH2:5][CH2:4][CH2:3][CH2:2]1.[ClH:17].C(OCC)(=O)C. The product is [ClH:17].[CH:1]1([CH2:7][NH:8][CH3:9])[CH2:6][CH2:5][CH2:4][CH2:3][CH2:2]1. (4) The reactants are [CH:1]1([CH2:4][NH:5][N:6]2[C:15]3[C:10](=[CH:11][CH:12]=[CH:13][CH:14]=3)[C:9]([OH:16])=[C:8]([C:17]3[NH:22][C:21]4[CH:23]=[CH:24][C:25]([O:27][CH2:28][C:29]([O:31]C(C)(C)C)=[O:30])=[CH:26][C:20]=4[S:19](=[O:37])(=[O:36])[N:18]=3)[C:7]2=[O:38])[CH2:3][CH2:2]1. The catalyst is FC(F)(F)C(O)=O.ClCCl. The product is [CH:1]1([CH2:4][NH:5][N:6]2[C:15]3[C:10](=[CH:11][CH:12]=[CH:13][CH:14]=3)[C:9]([OH:16])=[C:8]([C:17]3[NH:22][C:21]4[CH:23]=[CH:24][C:25]([O:27][CH2:28][C:29]([OH:31])=[O:30])=[CH:26][C:20]=4[S:19](=[O:37])(=[O:36])[N:18]=3)[C:7]2=[O:38])[CH2:3][CH2:2]1. The yield is 0.650.